The task is: Regression/Classification. Given a drug SMILES string, predict its toxicity properties. Task type varies by dataset: regression for continuous values (e.g., LD50, hERG inhibition percentage) or binary classification for toxic/non-toxic outcomes (e.g., AMES mutagenicity, cardiotoxicity, hepatotoxicity). Dataset: ld50_zhu.. This data is from Acute oral toxicity (LD50) regression data from Zhu et al.. (1) The drug is ClC1=C(Cl)C2(Cl)C3CCC4C(CCC3C1(Cl)C2(Cl)Cl)C1(Cl)C(Cl)=C(Cl)C4(Cl)C1(Cl)Cl. The rat oral LD50 is 1.42, given as -log10 of the dose in mol/kg body weight (higher means more acutely toxic). (2) The compound is CCNC1CCCCC1. The rat oral LD50 is 2.33, given as -log10 of the dose in mol/kg body weight (higher means more acutely toxic). (3) The molecule is O=[N+]([O-])c1cc2[nH]c(C(F)(F)F)nc2c(Cl)c1Cl. The rat oral LD50 is 3.74, given as -log10 of the dose in mol/kg body weight (higher means more acutely toxic). (4) The molecule is CCOC(C)OCC. The rat oral LD50 is 1.41, given as -log10 of the dose in mol/kg body weight (higher means more acutely toxic). (5) The compound is CC(C)(Oc1ccc(C2CCCc3ccccc32)cc1)C(=O)O. The rat oral LD50 is 2.54, given as -log10 of the dose in mol/kg body weight (higher means more acutely toxic). (6) The drug is CCOP(=S)(OCC)SCC(N)=O. The rat oral LD50 is 4.39, given as -log10 of the dose in mol/kg body weight (higher means more acutely toxic). (7) The molecule is CC1CCCC2N(C)C=C(C(N)=O)C(=O)N12. The rat oral LD50 is 2.78, given as -log10 of the dose in mol/kg body weight (higher means more acutely toxic). (8) The drug is CC1CN1P(=O)(N1CC1C)N1CC1C. The rat oral LD50 is 3.20, given as -log10 of the dose in mol/kg body weight (higher means more acutely toxic). (9) The compound is COP(=S)(OC)SCN1C(=O)c2ccccc2C1=O. The rat oral LD50 is 3.54, given as -log10 of the dose in mol/kg body weight (higher means more acutely toxic).